From a dataset of Forward reaction prediction with 1.9M reactions from USPTO patents (1976-2016). Predict the product of the given reaction. (1) Given the reactants [CH:1]1[CH:6]=[C:5]([CH2:7][C:8]2C(O)=CC=CC=2)[C:4]([OH:15])=[CH:3][CH:2]=1.[NH2:16]C1C=CC=CC=1.C1(O)C=CC=CC=1.NC(N)(C1C=CC=CC=1)C1C=CC=CC=1.C1(O)C=CC=CC=1.NC1C=CC=CC=1, predict the reaction product. The product is: [O:15]1[C:4]2[CH:3]=[CH:2][CH:1]=[CH:6][C:5]=2[CH:7]=[CH:8][NH:16]1. (2) Given the reactants [OH:1][C:2]1([C:16]2[CH:21]=[C:20]([O:22][CH3:23])[C:19]([O:24][CH3:25])=[CH:18][C:17]=2[NH:26][C:27](=[O:31])[CH:28]([CH3:30])[CH3:29])[C:10](=[O:11])[C:9]2[C:4](=[CH:5][CH:6]=[CH:7][C:8]=2[N+:12]([O-])=O)[C:3]1=[O:15].Cl, predict the reaction product. The product is: [NH2:12][C:8]1[CH:7]=[CH:6][CH:5]=[C:4]2[C:9]=1[C:10](=[O:11])[C:2]([C:16]1[CH:21]=[C:20]([O:22][CH3:23])[C:19]([O:24][CH3:25])=[CH:18][C:17]=1[NH:26][C:27](=[O:31])[CH:28]([CH3:30])[CH3:29])([OH:1])[C:3]2=[O:15]. (3) The product is: [CH2:1]([N:8]1[CH2:13][CH2:12][N:11]2[CH:10]([CH2:14][O:15][CH2:24][C:25]2=[O:26])[CH2:9]1)[C:2]1[CH:3]=[CH:4][CH:5]=[CH:6][CH:7]=1. Given the reactants [CH2:1]([N:8]1[CH2:13][CH2:12][NH:11][CH:10]([CH2:14][OH:15])[CH2:9]1)[C:2]1[CH:7]=[CH:6][CH:5]=[CH:4][CH:3]=1.O.C(=O)([O-])[O-].[K+].[K+].Cl[CH2:24][C:25](Cl)=[O:26], predict the reaction product. (4) Given the reactants [Cl:1][C:2]1[CH:7]=[CH:6][C:5]([NH:8][C:9](=[O:21])[C:10]2[CH:15]=[CH:14][CH:13]=[C:12]([C:16]([C:19]#[N:20])([CH3:18])[CH3:17])[CH:11]=2)=[CH:4][C:3]=1[O:22][C:23]1[CH:28]=[CH:27][C:26]([N+:29]([O-])=O)=[CH:25][N:24]=1.[Cl-].[Ca+2].[Cl-].O, predict the reaction product. The product is: [NH2:29][C:26]1[CH:27]=[CH:28][C:23]([O:22][C:3]2[CH:4]=[C:5]([NH:8][C:9](=[O:21])[C:10]3[CH:15]=[CH:14][CH:13]=[C:12]([C:16]([C:19]#[N:20])([CH3:17])[CH3:18])[CH:11]=3)[CH:6]=[CH:7][C:2]=2[Cl:1])=[N:24][CH:25]=1. (5) Given the reactants [OH-].[Na+].[Cl:3][CH2:4][CH2:5][CH2:6][O:7][C:8]1[CH:13]=[C:12]([CH2:14][CH2:15][C:16]([O:18]C)=[O:17])[CH:11]=[CH:10][C:9]=1[C:20]1[CH:25]=[CH:24][CH:23]=[C:22]([N:26]([CH3:37])[C:27]([NH:29][CH2:30][CH2:31][CH2:32][CH2:33][CH2:34][CH2:35][CH3:36])=[O:28])[CH:21]=1, predict the reaction product. The product is: [Cl:3][CH2:4][CH2:5][CH2:6][O:7][C:8]1[CH:13]=[C:12]([CH2:14][CH2:15][C:16]([OH:18])=[O:17])[CH:11]=[CH:10][C:9]=1[C:20]1[CH:25]=[CH:24][CH:23]=[C:22]([N:26]([CH3:37])[C:27]([NH:29][CH2:30][CH2:31][CH2:32][CH2:33][CH2:34][CH2:35][CH3:36])=[O:28])[CH:21]=1. (6) Given the reactants [NH2:1][C:2]1[CH:3]=[C:4]2[C:8](=[CH:9][CH:10]=1)[N:7]([C:11]1[CH:16]=[CH:15][C:14]([NH2:17])=[CH:13][CH:12]=1)[CH:6]=[CH:5]2.[CH3:18][N:19]([CH3:29])[C:20]1[CH:28]=[CH:27][C:23]([C:24]([O-])=[O:25])=[CH:22][CH:21]=1, predict the reaction product. The product is: [CH3:18][N:19]([CH3:29])[C:20]1[CH:28]=[CH:27][C:23]([C:24]([NH:17][C:14]2[CH:15]=[CH:16][C:11]([N:7]3[C:8]4[C:4](=[CH:3][C:2]([NH:1][C:24](=[O:25])[C:23]5[CH:27]=[CH:28][C:20]([N:19]([CH3:29])[CH3:18])=[CH:21][CH:22]=5)=[CH:10][CH:9]=4)[CH:5]=[CH:6]3)=[CH:12][CH:13]=2)=[O:25])=[CH:22][CH:21]=1.